Predict the product of the given reaction. From a dataset of Forward reaction prediction with 1.9M reactions from USPTO patents (1976-2016). (1) Given the reactants C([O-])([O-])=O.[K+].[K+].[C:7]([Si:11]([CH3:22])([CH3:21])[O:12][CH2:13][CH2:14][C@H:15]1[O:19][C:18](=[O:20])[NH:17][CH2:16]1)([CH3:10])([CH3:9])[CH3:8].[CH2:23]([O:25][C:26](=[O:39])[CH2:27][O:28][C:29]1[C:30]([N+:36]([O-:38])=[O:37])=[N:31][C:32](Br)=[CH:33][CH:34]=1)[CH3:24].CN(C)CCN, predict the reaction product. The product is: [CH2:23]([O:25][C:26](=[O:39])[CH2:27][O:28][C:29]1[C:30]([N+:36]([O-:38])=[O:37])=[N:31][C:32]([N:17]2[CH2:16][C@@H:15]([CH2:14][CH2:13][O:12][Si:11]([C:7]([CH3:8])([CH3:10])[CH3:9])([CH3:22])[CH3:21])[O:19][C:18]2=[O:20])=[CH:33][CH:34]=1)[CH3:24]. (2) Given the reactants [Br:1][C:2]1[CH:7]=[CH:6][N:5]=[C:4](F)[CH:3]=1.[CH:9]1([C:12]#[N:13])[CH2:11][CH2:10]1.[Li+].C[Si]([N-][Si](C)(C)C)(C)C, predict the reaction product. The product is: [Br:1][C:2]1[CH:7]=[CH:6][N:5]=[C:4]([C:9]2([C:12]#[N:13])[CH2:11][CH2:10]2)[CH:3]=1. (3) Given the reactants [C:1]([O:4][CH:5]1[C:6]([OH:53])([CH3:52])[CH2:7][CH2:8][CH:9]([O:44][Si:45]([CH2:50][CH3:51])([CH2:48][CH3:49])[CH2:46][CH3:47])[CH2:10][C:11]([O:13][CH:14](/[C:19](/[CH3:43])=[CH:20]/[CH:21]=[CH:22]/[C:23]([OH:42])([CH3:41])[CH2:24][CH:25]2[O:40][CH:26]2[CH:27]([CH3:39])[CH:28]([O:31][Si:32]([CH2:37][CH3:38])([CH2:35][CH3:36])[CH2:33][CH3:34])[CH2:29][CH3:30])[CH:15]([CH3:18])[CH:16]=[CH:17]1)=[O:12])(=[O:3])[CH3:2].[CH2:54]([O:56][CH:57]=[CH2:58])[CH3:55], predict the reaction product. The product is: [C:1]([O:4][CH:5]1[C:6]([O:53][CH:1]([O:4][CH2:5][CH3:17])[CH3:2])([CH3:52])[CH2:7][CH2:8][CH:9]([O:44][Si:45]([CH2:46][CH3:47])([CH2:48][CH3:49])[CH2:50][CH3:51])[CH2:10][C:11]([O:13][CH:14](/[C:19](/[CH3:43])=[CH:20]/[CH:21]=[CH:22]/[C:23]([O:42][CH:57]([O:56][CH2:54][CH3:55])[CH3:58])([CH3:41])[CH2:24][CH:25]2[O:40][CH:26]2[CH:27]([CH3:39])[CH:28]([O:31][Si:32]([CH2:33][CH3:34])([CH2:35][CH3:36])[CH2:37][CH3:38])[CH2:29][CH3:30])[CH:15]([CH3:18])[CH:16]=[CH:17]1)=[O:12])(=[O:3])[CH3:2]. (4) Given the reactants [Cl:1][C:2]1[C:11]([N:12]2C(C)=CC=C2C)=[CH:10][CH:9]=[C:8]([F:19])[C:3]=1[C:4]([O:6][CH3:7])=[O:5].NO.Cl.C(N(CC)CC)C.CC(=O)OCC, predict the reaction product. The product is: [NH2:12][C:11]1[C:2]([Cl:1])=[C:3]([C:8]([F:19])=[CH:9][CH:10]=1)[C:4]([O:6][CH3:7])=[O:5]. (5) The product is: [CH3:1][O:2][C:3]1[CH:4]=[CH:5][C:6]2[NH:12][C:11](=[O:13])[N:10]([CH:14]3[CH2:19][CH2:18][N:17]([C:22]4[CH:23]=[C:24]([C:28]([C:30]5[CH:31]=[C:32]6[C:36](=[C:37]([CH3:39])[CH:38]=5)[NH:35][C:34](=[O:40])[CH2:33]6)=[O:29])[N:25]=[CH:26][N:27]=4)[CH2:16][CH2:15]3)[CH2:9][CH2:8][C:7]=2[CH:20]=1. Given the reactants [CH3:1][O:2][C:3]1[CH:4]=[CH:5][C:6]2[NH:12][C:11](=[O:13])[N:10]([CH:14]3[CH2:19][CH2:18][NH:17][CH2:16][CH2:15]3)[CH2:9][CH2:8][C:7]=2[CH:20]=1.Cl[C:22]1[N:27]=[CH:26][N:25]=[C:24]([C:28]([C:30]2[CH:31]=[C:32]3[C:36](=[C:37]([CH3:39])[CH:38]=2)[NH:35][C:34](=[O:40])[CH2:33]3)=[O:29])[CH:23]=1.CCN(C(C)C)C(C)C, predict the reaction product. (6) The product is: [CH2:2]([O:1][C:9]1[C:14]([O:15][CH3:16])=[CH:13][C:12]([N+:17]([O-:19])=[O:18])=[CH:11][N:10]=1)[CH3:3]. Given the reactants [O-:1][CH2:2][CH3:3].[Na+].C(O)C.Cl[C:9]1[C:14]([O:15][CH3:16])=[CH:13][C:12]([N+:17]([O-:19])=[O:18])=[CH:11][N:10]=1, predict the reaction product. (7) Given the reactants [CH3:1][O:2][N:3]([CH3:19])[C:4]1[N:9]=[C:8]([NH:10][CH2:11][CH:12]2[CH2:14][CH2:13]2)[N:7]=[C:6]([NH:15][CH2:16][C:17]#[CH:18])[N:5]=1.[ClH:20].C(OCC)C.Cl.CON(C)C1N=C(NCCC)N=C(NCC#C)N=1, predict the reaction product. The product is: [ClH:20].[CH3:1][O:2][N:3]([CH3:19])[C:4]1[N:9]=[C:8]([NH:10][CH2:11][CH:12]2[CH2:13][CH2:14]2)[N:7]=[C:6]([NH:15][CH2:16][C:17]#[CH:18])[N:5]=1.